From a dataset of Full USPTO retrosynthesis dataset with 1.9M reactions from patents (1976-2016). Predict the reactants needed to synthesize the given product. (1) Given the product [NH2:2][CH2:1][C:3]1[CH:4]=[C:5]([CH:10]([CH3:32])[C:11]([NH:13][CH2:14][C:15]2[C:16]([N:25]3[CH2:30][CH2:29][CH:28]([CH3:31])[CH2:27][CH2:26]3)=[N:17][C:18]([C:21]([F:24])([F:23])[F:22])=[CH:19][CH:20]=2)=[O:12])[CH:6]=[CH:7][C:8]=1[F:9], predict the reactants needed to synthesize it. The reactants are: [C:1]([C:3]1[CH:4]=[C:5]([CH:10]([CH3:32])[C:11]([NH:13][CH2:14][C:15]2[C:16]([N:25]3[CH2:30][CH2:29][CH:28]([CH3:31])[CH2:27][CH2:26]3)=[N:17][C:18]([C:21]([F:24])([F:23])[F:22])=[CH:19][CH:20]=2)=[O:12])[CH:6]=[CH:7][C:8]=1[F:9])#[N:2].O.[BH4-].[Na+]. (2) Given the product [Br:1][C:2]1[CH:3]=[N:4][C:5]2[N:6]([CH:8]=[C:9]([C:11]3[CH:12]=[C:13]([NH:14][S:26]([CH3:29])(=[O:28])=[O:27])[CH:15]=[CH:16][C:17]=3[F:18])[N:10]=2)[CH:7]=1, predict the reactants needed to synthesize it. The reactants are: [Br:1][C:2]1[CH:3]=[N:4][C:5]2[N:6]([CH:8]=[C:9]([C:11]3[CH:12]=[C:13]([CH:15]=[CH:16][C:17]=3[F:18])[NH2:14])[N:10]=2)[CH:7]=1.C(N(CC)CC)C.[S:26](Cl)([CH3:29])(=[O:28])=[O:27].O.